This data is from Forward reaction prediction with 1.9M reactions from USPTO patents (1976-2016). The task is: Predict the product of the given reaction. (1) Given the reactants [F:1][C:2]1[CH:3]=[C:4]2[C:8](=[CH:9][C:10]=1[CH3:11])[NH:7][C:6]([Si](C)(C)C)=[CH:5]2.C(=O)([O-])[O-].[K+].[K+], predict the reaction product. The product is: [F:1][C:2]1[CH:3]=[C:4]2[C:8](=[CH:9][C:10]=1[CH3:11])[NH:7][CH:6]=[CH:5]2. (2) Given the reactants [CH3:1][C:2]([O:5][C:6](=[O:26])[NH:7][CH2:8][CH2:9][C@@H:10]([O:16][C:17]1[CH:22]=[C:21]([Cl:23])[CH:20]=[CH:19][C:18]=1[C:24]#[N:25])[C:11]1[S:12][CH:13]=[CH:14][N:15]=1)([CH3:4])[CH3:3].[H-].[Na+].IC.[C:31](OCC)(=O)C, predict the reaction product. The product is: [CH3:4][C:2]([O:5][C:6](=[O:26])[N:7]([CH2:8][CH2:9][C@@H:10]([O:16][C:17]1[CH:22]=[C:21]([Cl:23])[CH:20]=[CH:19][C:18]=1[C:24]#[N:25])[C:11]1[S:12][CH:13]=[CH:14][N:15]=1)[CH3:31])([CH3:1])[CH3:3]. (3) Given the reactants [Cl:1]N1C(=O)CCC1=O.[CH3:9][C:10]1[C:11]([NH:15][C:16](=[O:21])[C:17]([F:20])([F:19])[F:18])=[CH:12][S:13][CH:14]=1, predict the reaction product. The product is: [Cl:1][C:12]1[S:13][CH:14]=[C:10]([CH3:9])[C:11]=1[NH:15][C:16](=[O:21])[C:17]([F:20])([F:18])[F:19]. (4) Given the reactants [CH3:1][C:2]1([CH3:14])[C:11]2[C:6](=[CH:7][C:8](Br)=[CH:9][CH:10]=2)[C:5](=[O:13])[CH2:4][CH2:3]1.[CH3:15][Si:16]([C:19]#[CH:20])([CH3:18])[CH3:17], predict the reaction product. The product is: [CH3:15][Si:16]([C:19]#[C:20][C:8]1[CH:7]=[C:6]2[C:11]([C:2]([CH3:14])([CH3:1])[CH2:3][CH2:4][C:5]2=[O:13])=[CH:10][CH:9]=1)([CH3:18])[CH3:17]. (5) Given the reactants [Br:1][CH2:2][C:3]([OH:5])=O.[CH2:6]([CH:13]1[CH2:18][CH2:17][NH:16][CH2:15][CH2:14]1)[C:7]1[CH:12]=[CH:11][CH:10]=[CH:9][CH:8]=1.C(N=C=NC(C)C)(C)C, predict the reaction product. The product is: [CH2:6]([CH:13]1[CH2:18][CH2:17][N:16]([C:3](=[O:5])[CH2:2][Br:1])[CH2:15][CH2:14]1)[C:7]1[CH:12]=[CH:11][CH:10]=[CH:9][CH:8]=1. (6) Given the reactants [OH:1][C@@:2]1([C:18]([F:21])([F:20])[F:19])[CH2:6][CH2:5][N:4](C(OCC2C=CC=CC=2)=O)[C@H:3]1[CH3:17], predict the reaction product. The product is: [CH3:17][C@H:3]1[C@@:2]([C:18]([F:20])([F:19])[F:21])([OH:1])[CH2:6][CH2:5][NH:4]1. (7) Given the reactants Cl[C:2]1[CH:7]=[CH:6][N:5]=[C:4]2[CH:8]=[C:9]([C:11]3[N:12]([CH3:16])[CH:13]=[CH:14][N:15]=3)[S:10][C:3]=12.[CH3:17][NH:18][C:19]([C:21]1[C:22]2[CH:30]=[CH:29][C:28]([OH:31])=[CH:27][C:23]=2[S:24][C:25]=1[CH3:26])=[O:20].C([O-])([O-])=O.[Cs+].[Cs+].O, predict the reaction product. The product is: [CH3:17][NH:18][C:19]([C:21]1[C:22]2[CH:30]=[CH:29][C:28]([O:31][C:2]3[CH:7]=[CH:6][N:5]=[C:4]4[CH:8]=[C:9]([C:11]5[N:12]([CH3:16])[CH:13]=[CH:14][N:15]=5)[S:10][C:3]=34)=[CH:27][C:23]=2[S:24][C:25]=1[CH3:26])=[O:20]. (8) Given the reactants C(S([NH:7][CH:8]([C:18]1[CH:23]=[CH:22][CH:21]=[CH:20][CH:19]=1)[CH2:9][C:10]([CH3:17])([CH3:16])[C:11](OCC)=[O:12])=O)(C)(C)C.Cl.C(N(CC)CC)C.C1(C)C=CC=CC=1.C[OH:40], predict the reaction product. The product is: [CH3:16][C:10]1([CH3:17])[C:9](=[O:40])[CH:8]([C:18]2[CH:23]=[CH:22][CH:21]=[CH:20][CH:19]=2)[NH:7][C:11]1=[O:12]. (9) Given the reactants [O:1]=[S:2]1(=[O:29])[C:6]2[CH:7]=[CH:8][C:9]([C:11]3[C:19]4[C:14](=[CH:15][C:16]([F:20])=[CH:17][CH:18]=4)[N:13]([C:21]([O:23][C:24]([CH3:27])([CH3:26])[CH3:25])=[O:22])[CH:12]=3)=[CH:10][C:5]=2[C:4](=[O:28])[NH:3]1.[C:30]([O-])([O-])=O.[K+].[K+].CI, predict the reaction product. The product is: [F:20][C:16]1[CH:15]=[C:14]2[C:19]([C:11]([C:9]3[CH:8]=[CH:7][C:6]4[S:2](=[O:1])(=[O:29])[N:3]([CH3:30])[C:4](=[O:28])[C:5]=4[CH:10]=3)=[CH:12][N:13]2[C:21]([O:23][C:24]([CH3:25])([CH3:26])[CH3:27])=[O:22])=[CH:18][CH:17]=1. (10) The product is: [CH2:29]([N:36]1[N:37]=[C:17]([C:6]2[CH:7]=[CH:8][C:3]([O:2][CH3:1])=[C:4]([O:11][CH3:12])[C:5]=2[O:9][CH3:10])[C:18]2[C:19](=[CH:23][CH:24]=[CH:25][CH:26]=2)[C:20]1=[O:22])[C:30]1[CH:35]=[CH:34][CH:33]=[CH:32][CH:31]=1. Given the reactants [CH3:1][O:2][C:3]1[CH:8]=[CH:7][CH:6]=[C:5]([O:9][CH3:10])[C:4]=1[O:11][CH3:12].[Cl-].[Al+3].[Cl-].[Cl-].[C:17]1(=O)[O:22][C:20](=O)[C:19]2=[CH:23][CH:24]=[CH:25][CH:26]=[C:18]12.Cl.[CH2:29]([NH:36][NH2:37])[C:30]1[CH:35]=[CH:34][CH:33]=[CH:32][CH:31]=1.C([O-])(=O)C.[K+], predict the reaction product.